Predict the reactants needed to synthesize the given product. From a dataset of Full USPTO retrosynthesis dataset with 1.9M reactions from patents (1976-2016). (1) The reactants are: [CH3:1][N:2]1[CH:6]=[CH:5][CH:4]=[C:3]1[Sn](CCCC)(CCCC)CCCC.[ClH:20].[CH2:21]([N:28]1[C:36]2[C:31](=[CH:32][C:33]([NH:37][C:38]3[C:47]4[C:42](=[CH:43][CH:44]=[C:45](I)[CH:46]=4)[N:41]=[CH:40][N:39]=3)=[CH:34][CH:35]=2)[CH:30]=[N:29]1)[C:22]1[CH:27]=[CH:26][CH:25]=[CH:24][CH:23]=1.C(N(CC)CC)C.Cl. Given the product [ClH:20].[CH2:21]([N:28]1[C:36]2[C:31](=[CH:32][C:33]([NH:37][C:38]3[C:47]4[C:42](=[CH:43][CH:44]=[C:45]([C:3]5[N:2]([CH3:1])[CH:6]=[CH:5][CH:4]=5)[CH:46]=4)[N:41]=[CH:40][N:39]=3)=[CH:34][CH:35]=2)[CH:30]=[N:29]1)[C:22]1[CH:27]=[CH:26][CH:25]=[CH:24][CH:23]=1, predict the reactants needed to synthesize it. (2) Given the product [CH:25]([OH:31])([C:26]([OH:28])=[O:27])[CH:24]([OH:38])[C:34]([OH:36])=[O:35].[CH:1]1[C:14]2[N:13]([CH2:15][CH2:16][O:17][C:18]3[CH:19]=[CH:20][C:21]([CH2:24][CH:25]([O:31][CH2:32][CH3:33])[C:26]([OH:28])=[O:27])=[CH:22][CH:23]=3)[C:12]3[C:7](=[CH:8][CH:9]=[CH:10][CH:11]=3)[O:6][C:5]=2[CH:4]=[CH:3][CH:2]=1, predict the reactants needed to synthesize it. The reactants are: [CH:1]1[C:14]2[N:13]([CH2:15][CH2:16][O:17][C:18]3[CH:23]=[CH:22][C:21]([CH2:24][CH:25]([O:31][CH2:32][CH3:33])[C:26]([O:28]CC)=[O:27])=[CH:20][CH:19]=3)[C:12]3[C:7](=[CH:8][CH:9]=[CH:10][CH:11]=3)[O:6][C:5]=2[CH:4]=[CH:3][CH:2]=1.[CH3:34][OH:35].[OH-:36].[Na+].[OH2:38]. (3) Given the product [CH3:63][CH2:64][CH2:65][CH2:66][CH2:61][CH2:60][CH2:59][CH2:57][O:56][C:4]1[CH:26]=[CH:25][C:7]([C:8]([C:10]2[CH:11]=[CH:21][CH:22]=[CH:23][CH:24]=2)=[O:9])=[C:6]([OH:27])[CH:5]=1, predict the reactants needed to synthesize it. The reactants are: C(N(CC)[C:4]1[CH:26]=[CH:25][C:7]([C:8]([C:10]2[CH:24]=[CH:23][CH:22]=[CH:21][C:11]=2C(OCCCCCC)=O)=[O:9])=[C:6]([OH:27])[CH:5]=1)C.CCCCC(COC(C1C=CC=CC=1O)=O)CC.CCCCC(C[O:56][C:57](/[CH:59]=[CH:60]/[C:61]1C=[CH:63][C:64](OC)=[CH:65][CH:66]=1)=O)CC.N1(C(C2C=CC=CC=2C(=O)C2C=CC(N(CC)CC)=CC=2O)=O)CCN(C(C2C=CC=CC=2C(=O)C2C=CC(N(CC)CC)=CC=2O)=O)CC1.